From a dataset of Forward reaction prediction with 1.9M reactions from USPTO patents (1976-2016). Predict the product of the given reaction. (1) Given the reactants Cl[C:2]1[N:7]=[C:6]([N:8]2[C:12]([CH3:13])=[CH:11][C:10]([CH3:14])=[N:9]2)[N:5]=[C:4]([NH:15][O:16][CH3:17])[CH:3]=1.O1[CH2:23][CH2:22][O:21][CH2:20]C1, predict the reaction product. The product is: [CH3:14][C:10]1[CH:11]=[C:12]([CH3:13])[N:8]([C:6]2[N:5]=[C:4]([NH:15][O:16][CH3:17])[CH:3]=[C:2]([N:5]3[CH2:4][CH2:3][CH2:2][C@@H:23]3[CH2:22][O:21][CH3:20])[N:7]=2)[N:9]=1. (2) Given the reactants Br[C:2]1[N:6]2[N:7]=[C:8]([Cl:11])[CH:9]=[CH:10][C:5]2=[N:4][CH:3]=1.[C:12]([C:14]1[CH:15]=[C:16](B(O)O)[CH:17]=[CH:18][CH:19]=1)#[N:13].C([O-])([O-])=O.[K+].[K+], predict the reaction product. The product is: [Cl:11][C:8]1[CH:9]=[CH:10][C:5]2[N:6]([C:2]([C:18]3[CH:19]=[C:14]([CH:15]=[CH:16][CH:17]=3)[C:12]#[N:13])=[CH:3][N:4]=2)[N:7]=1. (3) Given the reactants [CH3:1][O:2][CH2:3][CH2:4][CH2:5][N:6]1[C:11]2[CH:12]=[C:13]([CH2:16][O:17][CH:18]3[CH:23]([C:24]4[CH:29]=[CH:28][C:27]([O:30][CH2:31][CH2:32][O:33]S(C5C=CC(C)=CC=5)(=O)=O)=[CH:26][CH:25]=4)[CH2:22][CH2:21][N:20]([C:44]([O:46][CH2:47][C:48]4[CH:53]=[CH:52][CH:51]=[CH:50][CH:49]=4)=[O:45])[CH2:19]3)[CH:14]=[CH:15][C:10]=2[O:9][CH2:8][C:7]1=[O:54].[CH2:55]([O:57][C:58]1[CH:63]=[CH:62][CH:61]=[CH:60][C:59]=1O)[CH3:56], predict the reaction product. The product is: [CH2:55]([O:57][C:58]1[CH:59]=[C:60]([CH:61]=[CH:62][CH:63]=1)[O:33][CH2:32][CH2:31][O:30][C:27]1[CH:28]=[CH:29][C:24]([CH:23]2[CH2:22][CH2:21][N:20]([C:44]([O:46][CH2:47][C:48]3[CH:49]=[CH:50][CH:51]=[CH:52][CH:53]=3)=[O:45])[CH2:19][CH:18]2[O:17][CH2:16][C:13]2[CH:14]=[CH:15][C:10]3[O:9][CH2:8][C:7](=[O:54])[N:6]([CH2:5][CH2:4][CH2:3][O:2][CH3:1])[C:11]=3[CH:12]=2)=[CH:25][CH:26]=1)[CH3:56]. (4) Given the reactants [CH3:1][O:2][C:3]1[CH:8]=[CH:7][CH:6]=[C:5]([O:9][CH3:10])[C:4]=1[CH:11]1[NH:16][C:15](=[O:17])[CH2:14][CH:13]([CH3:18])[CH2:12]1.Br[CH2:20][C:21]1[CH:26]=[CH:25][C:24]([O:27][C:28]([F:31])([F:30])[F:29])=[CH:23][CH:22]=1, predict the reaction product. The product is: [CH3:1][O:2][C:3]1[CH:8]=[CH:7][CH:6]=[C:5]([O:9][CH3:10])[C:4]=1[CH:11]1[N:16]([CH2:20][C:21]2[CH:26]=[CH:25][C:24]([O:27][C:28]([F:29])([F:30])[F:31])=[CH:23][CH:22]=2)[C:15](=[O:17])[CH2:14][CH:13]([CH3:18])[CH2:12]1.